This data is from Reaction yield outcomes from USPTO patents with 853,638 reactions. The task is: Predict the reaction yield, written as a fraction of the theoretical maximum amount of product (1.0 means a 100% yield; for example, 0.34 means a 34% yield). (1) The reactants are [B:10]1([B:10]2[O:14][C:13]([CH3:16])([CH3:15])[C:12]([CH3:18])([CH3:17])[O:11]2)[O:14][C:13]([CH3:16])([CH3:15])[C:12]([CH3:18])([CH3:17])[O:11]1.C([O-])(=O)C.[K+].I[C:25]1[CH:26]=[N:27][N:28]([CH:30]2[CH2:35][CH2:34][N:33]([C:36]([O:38][C:39]([CH3:42])([CH3:41])[CH3:40])=[O:37])[CH2:32][CH2:31]2)[CH:29]=1. The catalyst is CS(C)=O.Cl[Pd-2](Cl)(P(C1C=CC=CC=1)(C1C=CC=CC=1)C1C=CC=CC=1)P(C1C=CC=CC=1)(C1C=CC=CC=1)C1C=CC=CC=1. The product is [C:39]([O:38][C:36]([N:33]1[CH2:32][CH2:31][CH:30]([N:28]2[CH:29]=[C:25]([B:10]3[O:11][C:12]([CH3:17])([CH3:18])[C:13]([CH3:15])([CH3:16])[O:14]3)[CH:26]=[N:27]2)[CH2:35][CH2:34]1)=[O:37])([CH3:42])([CH3:40])[CH3:41]. The yield is 0.400. (2) The reactants are [N:1]1([C:5]([C:7]2[CH:33]=[CH:32][C:10]([O:11][C:12]3[CH:13]=[C:14]([C:24]4[NH:28][C:27]([C:29](O)=[O:30])=[CH:26][CH:25]=4)[CH:15]=[C:16]([O:18][C@@H:19]([CH3:23])[CH2:20][O:21][CH3:22])[CH:17]=3)=[C:9]([F:34])[CH:8]=2)=[O:6])[CH2:4][CH2:3][CH2:2]1.[C:35]([NH:38][NH2:39])(=[O:37])[CH3:36].CN(C(ON1N=NC2C=CC=NC1=2)=[N+](C)C)C.F[P-](F)(F)(F)(F)F.C(N(CC)C(C)C)(C)C. The catalyst is ClCCl. The product is [C:35]([NH:38][NH:39][C:29]([C:27]1[NH:28][C:24]([C:14]2[CH:15]=[C:16]([O:18][C@@H:19]([CH3:23])[CH2:20][O:21][CH3:22])[CH:17]=[C:12]([O:11][C:10]3[CH:32]=[CH:33][C:7]([C:5]([N:1]4[CH2:2][CH2:3][CH2:4]4)=[O:6])=[CH:8][C:9]=3[F:34])[CH:13]=2)=[CH:25][CH:26]=1)=[O:30])(=[O:37])[CH3:36]. The yield is 0.620. (3) The reactants are [C:1]1([S:7]([N:10]2[CH:14]=[C:13](Br)[C:12]([C:16]3[CH:17]=[N:18][CH:19]=[CH:20][CH:21]=3)=[N:11]2)(=[O:9])=[O:8])[CH:6]=[CH:5][CH:4]=[CH:3][CH:2]=1.[CH:22](/B(O)O)=[CH:23]\[CH2:24][CH2:25][CH2:26][CH3:27].[O-]P([O-])([O-])=O.[K+].[K+].[K+].COC1C=CC=C(OC)C=1C1C=CC=CC=1P(C1CCCCC1)C1CCCCC1. The catalyst is C(OCC)(=O)C.CC([O-])=O.CC([O-])=O.[Pd+2].C1(C)C=CC=CC=1. The product is [C:1]1([S:7]([N:10]2[CH:14]=[C:13]([CH:22]=[CH:23][CH2:24][CH2:25][CH2:26][CH3:27])[C:12]([C:16]3[CH:17]=[N:18][CH:19]=[CH:20][CH:21]=3)=[N:11]2)(=[O:9])=[O:8])[CH:6]=[CH:5][CH:4]=[CH:3][CH:2]=1. The yield is 0.610. (4) The reactants are [NH2:1][C:2]([C:4]1[CH:5]=[C:6]([Br:26])[CH:7]=[C:8]2[C:12]=1[NH:11][CH:10]=[C:9]2[CH:13]1[CH2:18][CH2:17][N:16](C(OC(C)(C)C)=O)[CH2:15][CH2:14]1)=[O:3]. The catalyst is CO.Cl.O1CCOCC1. The product is [Br:26][C:6]1[CH:7]=[C:8]2[C:12](=[C:4]([C:2]([NH2:1])=[O:3])[CH:5]=1)[NH:11][CH:10]=[C:9]2[CH:13]1[CH2:18][CH2:17][NH:16][CH2:15][CH2:14]1. The yield is 0.580. (5) The reactants are [Br:1][C:2]1[C:3](Cl)=[N:4][CH:5]=[C:6]([CH:10]=1)[C:7]([OH:9])=[O:8].[F:12][C:13]1[CH:18]=[C:17]([F:19])[CH:16]=[CH:15][C:14]=1[OH:20].C(=O)([O-])[O-].[Cs+].[Cs+].Cl. The catalyst is CS(C)=O.O. The product is [Br:1][C:2]1[C:3]([O:20][C:14]2[CH:15]=[CH:16][C:17]([F:19])=[CH:18][C:13]=2[F:12])=[N:4][CH:5]=[C:6]([CH:10]=1)[C:7]([OH:9])=[O:8]. The yield is 0.640. (6) The reactants are [CH2:1]([O:8][C:9]1[C:14]([C:15]2[CH:20]=[C:19]([C:21]#[CH:22])[C:18]([O:23][CH3:24])=[C:17]([C:25]([CH3:28])([CH3:27])[CH3:26])[CH:16]=2)=[CH:13][CH:12]=[CH:11][N:10]=1)[C:2]1[CH:7]=[CH:6][CH:5]=[CH:4][CH:3]=1.[CH3:29][O:30][C:31](=[O:39])[C:32]1[CH:37]=[CH:36][CH:35]=[CH:34][C:33]=1I. The catalyst is CN(C=O)C.[Cu]I.Cl[Pd](Cl)([P](C1C=CC=CC=1)(C1C=CC=CC=1)C1C=CC=CC=1)[P](C1C=CC=CC=1)(C1C=CC=CC=1)C1C=CC=CC=1. The product is [CH3:29][O:30][C:31](=[O:39])[C:32]1[CH:37]=[CH:36][CH:35]=[CH:34][C:33]=1[C:22]#[C:21][C:19]1[CH:20]=[C:15]([C:14]2[C:9]([O:8][CH2:1][C:2]3[CH:7]=[CH:6][CH:5]=[CH:4][CH:3]=3)=[N:10][CH:11]=[CH:12][CH:13]=2)[CH:16]=[C:17]([C:25]([CH3:28])([CH3:27])[CH3:26])[C:18]=1[O:23][CH3:24]. The yield is 0.660. (7) The reactants are C([O:8][C:9]1[N:10]=[N:11][C:12]([C:23]#[C:24][C:25]2[CH:30]=[CH:29][CH:28]=[C:27]([CH:31]([F:33])[F:32])[CH:26]=2)=[CH:13][C:14]=1[O:15]CC1C=CC=CC=1)C1C=CC=CC=1. The catalyst is C(O)C.O1CCCC1. The product is [F:33][CH:31]([F:32])[C:27]1[CH:26]=[C:25]([CH2:24][CH2:23][C:12]2[CH:13]=[C:14]([OH:15])[C:9](=[O:8])[NH:10][N:11]=2)[CH:30]=[CH:29][CH:28]=1. The yield is 0.320.